Dataset: NCI-60 drug combinations with 297,098 pairs across 59 cell lines. Task: Regression. Given two drug SMILES strings and cell line genomic features, predict the synergy score measuring deviation from expected non-interaction effect. (1) Drug 1: CCN(CC)CCCC(C)NC1=C2C=C(C=CC2=NC3=C1C=CC(=C3)Cl)OC. Drug 2: N.N.Cl[Pt+2]Cl. Cell line: NCI-H460. Synergy scores: CSS=76.5, Synergy_ZIP=-1.09, Synergy_Bliss=-1.83, Synergy_Loewe=-1.79, Synergy_HSA=-0.859. (2) Drug 1: CC1C(C(CC(O1)OC2CC(CC3=C2C(=C4C(=C3O)C(=O)C5=C(C4=O)C(=CC=C5)OC)O)(C(=O)C)O)N)O.Cl. Drug 2: C1=NC2=C(N=C(N=C2N1C3C(C(C(O3)CO)O)O)F)N. Cell line: HCT-15. Synergy scores: CSS=6.89, Synergy_ZIP=-3.34, Synergy_Bliss=-1.95, Synergy_Loewe=-15.1, Synergy_HSA=-3.83.